This data is from NCI-60 drug combinations with 297,098 pairs across 59 cell lines. The task is: Regression. Given two drug SMILES strings and cell line genomic features, predict the synergy score measuring deviation from expected non-interaction effect. (1) Drug 1: C1=NC2=C(N1)C(=S)N=C(N2)N. Drug 2: C1CNP(=O)(OC1)N(CCCl)CCCl. Synergy scores: CSS=27.0, Synergy_ZIP=3.17, Synergy_Bliss=2.49, Synergy_Loewe=-23.7, Synergy_HSA=0.348. Cell line: EKVX. (2) Drug 1: CNC(=O)C1=CC=CC=C1SC2=CC3=C(C=C2)C(=NN3)C=CC4=CC=CC=N4. Drug 2: CS(=O)(=O)OCCCCOS(=O)(=O)C. Cell line: NCI-H226. Synergy scores: CSS=2.80, Synergy_ZIP=-1.29, Synergy_Bliss=-1.37, Synergy_Loewe=-7.96, Synergy_HSA=-3.46. (3) Drug 1: C1=NC2=C(N1)C(=S)N=C(N2)N. Drug 2: CCC1(CC2CC(C3=C(CCN(C2)C1)C4=CC=CC=C4N3)(C5=C(C=C6C(=C5)C78CCN9C7C(C=CC9)(C(C(C8N6C)(C(=O)OC)O)OC(=O)C)CC)OC)C(=O)OC)O.OS(=O)(=O)O. Cell line: HL-60(TB). Synergy scores: CSS=60.9, Synergy_ZIP=-2.23, Synergy_Bliss=-9.11, Synergy_Loewe=-11.5, Synergy_HSA=-9.35. (4) Drug 1: CN1CCC(CC1)COC2=C(C=C3C(=C2)N=CN=C3NC4=C(C=C(C=C4)Br)F)OC. Drug 2: CC1=C2C(C(=O)C3(C(CC4C(C3C(C(C2(C)C)(CC1OC(=O)C(C(C5=CC=CC=C5)NC(=O)OC(C)(C)C)O)O)OC(=O)C6=CC=CC=C6)(CO4)OC(=O)C)O)C)O. Cell line: NCI-H522. Synergy scores: CSS=61.7, Synergy_ZIP=3.20, Synergy_Bliss=7.72, Synergy_Loewe=-5.99, Synergy_HSA=10.7. (5) Drug 1: CC1=C(C(CCC1)(C)C)C=CC(=CC=CC(=CC(=O)O)C)C. Drug 2: C(CC(=O)O)C(=O)CN.Cl. Cell line: SF-268. Synergy scores: CSS=1.76, Synergy_ZIP=-3.71, Synergy_Bliss=-0.291, Synergy_Loewe=-3.16, Synergy_HSA=-1.34. (6) Drug 1: CC12CCC3C(C1CCC2=O)CC(=C)C4=CC(=O)C=CC34C. Drug 2: C1=CN(C=N1)CC(O)(P(=O)(O)O)P(=O)(O)O. Cell line: U251. Synergy scores: CSS=9.38, Synergy_ZIP=-15.0, Synergy_Bliss=-27.2, Synergy_Loewe=-26.8, Synergy_HSA=-26.3. (7) Drug 1: C1CCN(CC1)CCOC2=CC=C(C=C2)C(=O)C3=C(SC4=C3C=CC(=C4)O)C5=CC=C(C=C5)O. Drug 2: CS(=O)(=O)OCCCCOS(=O)(=O)C. Cell line: HOP-62. Synergy scores: CSS=11.4, Synergy_ZIP=-0.0269, Synergy_Bliss=0.530, Synergy_Loewe=-3.24, Synergy_HSA=-3.37. (8) Drug 1: CCC(=C(C1=CC=CC=C1)C2=CC=C(C=C2)OCCN(C)C)C3=CC=CC=C3.C(C(=O)O)C(CC(=O)O)(C(=O)O)O. Drug 2: CCC1(C2=C(COC1=O)C(=O)N3CC4=CC5=C(C=CC(=C5CN(C)C)O)N=C4C3=C2)O.Cl. Cell line: SF-295. Synergy scores: CSS=36.3, Synergy_ZIP=0.767, Synergy_Bliss=1.76, Synergy_Loewe=-41.5, Synergy_HSA=1.64. (9) Drug 1: CCC1=CC2CC(C3=C(CN(C2)C1)C4=CC=CC=C4N3)(C5=C(C=C6C(=C5)C78CCN9C7C(C=CC9)(C(C(C8N6C)(C(=O)OC)O)OC(=O)C)CC)OC)C(=O)OC.C(C(C(=O)O)O)(C(=O)O)O. Drug 2: C1=NC2=C(N=C(N=C2N1C3C(C(C(O3)CO)O)F)Cl)N. Cell line: SK-MEL-2. Synergy scores: CSS=56.6, Synergy_ZIP=-7.87, Synergy_Bliss=-7.05, Synergy_Loewe=-7.56, Synergy_HSA=-2.88.